This data is from Forward reaction prediction with 1.9M reactions from USPTO patents (1976-2016). The task is: Predict the product of the given reaction. Given the reactants [CH2:1]([N:8]([CH2:13][C:14]1[C:15](Cl)=[N:16][C:17]([Cl:20])=[CH:18][CH:19]=1)[CH2:9][CH2:10][CH:11]=[CH2:12])[C:2]1[CH:7]=[CH:6][CH:5]=[CH:4][CH:3]=1.C(=O)([O-])[O-].[K+].[K+].CC1C=CC=CC=1P(C1C=CC=CC=1C)C1C=CC=CC=1C, predict the reaction product. The product is: [CH2:1]([N:8]1[CH2:9][CH2:10][C:11](=[CH2:12])[C:15]2[N:16]=[C:17]([Cl:20])[CH:18]=[CH:19][C:14]=2[CH2:13]1)[C:2]1[CH:7]=[CH:6][CH:5]=[CH:4][CH:3]=1.